Task: Predict the reactants needed to synthesize the given product.. Dataset: Full USPTO retrosynthesis dataset with 1.9M reactions from patents (1976-2016) (1) Given the product [CH2:21]([O:13][C:12]1[C:2]([Cl:1])=[CH:3][C:4]([C:5]([O:7][CH2:8][CH3:9])=[O:6])=[CH:10][C:11]=1[Cl:14])[C:22]1[CH:27]=[CH:26][CH:25]=[CH:24][CH:23]=1, predict the reactants needed to synthesize it. The reactants are: [Cl:1][C:2]1[CH:3]=[C:4]([CH:10]=[C:11]([Cl:14])[C:12]=1[OH:13])[C:5]([O:7][CH2:8][CH3:9])=[O:6].C(=O)([O-])[O-].[K+].[K+].[CH2:21](Br)[C:22]1[CH:27]=[CH:26][CH:25]=[CH:24][CH:23]=1. (2) Given the product [CH2:22]([N:29]1[CH:31]2[CH2:38][C:9](=[O:11])[CH2:8][CH:3]1[CH2:5][O:7][CH2:32]2)[C:23]1[CH:28]=[CH:27][CH:26]=[CH:25][CH:24]=1, predict the reactants needed to synthesize it. The reactants are: C(O)(=O)C[C:3]([CH2:8][C:9]([OH:11])=O)([C:5]([OH:7])=O)O.OP([O-])([O-])=O.[K+].[K+].Cl.[CH2:22]([NH2:29])[C:23]1[CH:28]=[CH:27][CH:26]=[CH:25][CH:24]=1.Cl.[CH2:31]([C:38](O)=O)[C:32](CC(O)=O)=O. (3) Given the product [Cl:18][C:17]1[C:12]([NH:11][C:6]2[CH:7]=[CH:8][CH:9]=[CH:10][C:5]=2[C:4]([NH:45][CH2:44][CH2:43][N:40]2[CH2:41][CH2:42][N:37]([CH3:36])[CH2:38][CH2:39]2)=[O:3])=[N:13][C:14]([NH:19][C:20]2[CH:34]=[CH:33][C:23]3[CH2:24][CH2:25][N:26]([CH2:29][CH2:30][O:31][CH3:32])[CH2:27][CH2:28][C:22]=3[CH:21]=2)=[N:15][CH:16]=1, predict the reactants needed to synthesize it. The reactants are: C([O:3][C:4](=O)[C:5]1[CH:10]=[CH:9][CH:8]=[CH:7][C:6]=1[NH:11][C:12]1[C:17]([Cl:18])=[CH:16][N:15]=[C:14]([NH:19][C:20]2[CH:34]=[CH:33][C:23]3[CH2:24][CH2:25][N:26]([CH2:29][CH2:30][O:31][CH3:32])[CH2:27][CH2:28][C:22]=3[CH:21]=2)[N:13]=1)C.[CH3:36][N:37]1[CH2:42][CH2:41][N:40]([CH2:43][CH2:44][NH2:45])[CH2:39][CH2:38]1. (4) Given the product [C:3]([O:7][C:8](=[O:28])[CH2:9][S:10]([C:13]1[CH:14]=[CH:15][C:16]([C:33]2[CH:34]=[CH:35][C:30]([Br:29])=[CH:31][CH:32]=2)=[CH:17][CH:18]=1)(=[O:11])=[O:12])([CH3:4])([CH3:5])[CH3:6], predict the reactants needed to synthesize it. The reactants are: N#N.[C:3]([O:7][C:8](=[O:28])[CH2:9][S:10]([C:13]1[CH:18]=[CH:17][C:16](B2OC(C)(C)C(C)(C)O2)=[CH:15][CH:14]=1)(=[O:12])=[O:11])([CH3:6])([CH3:5])[CH3:4].[Br:29][C:30]1[CH:35]=[CH:34][C:33](C2C=CC(S(C)(=O)=O)=CC=2)=[CH:32][CH:31]=1.C([O-])([O-])=O.[Na+].[Na+]. (5) The reactants are: Cl[C:2]1[N:7]=[C:6]([Cl:8])[N:5]=[C:4]([CH3:9])[N:3]=1.CCN(C(C)C)C(C)C.[Cl:19][C:20]1[CH:30]=[CH:29][C:23]([O:24][CH:25]2[CH2:28][NH:27][CH2:26]2)=[C:22]([F:31])[CH:21]=1. Given the product [Cl:8][C:6]1[N:7]=[C:2]([N:27]2[CH2:28][CH:25]([O:24][C:23]3[CH:29]=[CH:30][C:20]([Cl:19])=[CH:21][C:22]=3[F:31])[CH2:26]2)[N:3]=[C:4]([CH3:9])[N:5]=1, predict the reactants needed to synthesize it.